From a dataset of Catalyst prediction with 721,799 reactions and 888 catalyst types from USPTO. Predict which catalyst facilitates the given reaction. (1) Reactant: [P:1]([O:18]CC1C=CC=CC=1)([O:10][CH2:11][C:12]1[CH:17]=[CH:16][CH:15]=[CH:14][CH:13]=1)[O:2][CH2:3][C:4]1[CH:9]=[CH:8][CH:7]=[CH:6][CH:5]=1.[I:26]I. Product: [P:1]([I:26])(=[O:18])([O:10][CH2:11][C:12]1[CH:17]=[CH:16][CH:15]=[CH:14][CH:13]=1)[O:2][CH2:3][C:4]1[CH:9]=[CH:8][CH:7]=[CH:6][CH:5]=1. The catalyst class is: 2. (2) Reactant: [NH:1]1[CH2:6][CH2:5][CH:4]([CH2:7][CH2:8][OH:9])[CH2:3][CH2:2]1.[OH-].[Na+].[C:12](O[C:12]([O:14][C:15]([CH3:18])([CH3:17])[CH3:16])=[O:13])([O:14][C:15]([CH3:18])([CH3:17])[CH3:16])=[O:13].C(OCC)(=O)C. Product: [C:15]([O:14][C:12]([N:1]1[CH2:6][CH2:5][CH:4]([CH2:7][CH2:8][OH:9])[CH2:3][CH2:2]1)=[O:13])([CH3:18])([CH3:17])[CH3:16]. The catalyst class is: 1. (3) Reactant: [CH3:1][N:2]([C:4]1[CH:9]=[CH:8][C:7]([C:10]([C:20]2[CH:25]=[CH:24][CH:23]=[CH:22][CH:21]=2)=[C:11]2[CH:19]=[CH:18][C:14](=[N+:15]([CH3:17])[CH3:16])[CH:13]=[CH:12]2)=[CH:6][CH:5]=1)[CH3:3].[Cl-:26].P([O-])([O-])([O-])=O.P(OC[C@H]1O[C@@H](N2C3N=CN=C(N)C=3N=C2)[C@H](O)[C@@H]1O)(OP(OP(O)(O)=O)(O)=O)(=O)O.C1N(CCS(O)(=O)=O)CCN(CCS(O)(=O)=O)C1.[OH-].[K+].[Mg+2].[Cl-].[Cl-].C(N(CC(O)=O)CC(O)=O)COCCOCCN(CC(O)=O)CC(O)=O.CCC(COC(C(N(CC[NH+](C)C)C)=O)(C1C=CC=CC=1)C1C=CC=CC=1)CC.[Cl-].CC1[C@@H](OC([C@H](O)[C@@H](NC(C2C=CC=CC=2)=O)C2C=CC=CC=2)=O)C[C@]2(O)C(C)(C)C=1[C@@H](OC(C)=O)C([C@@]1(C)[C@H]([C@@H]2OC(C2C=CC=CC=2)=O)[C@]2(OC(C)=O)CO[C@@H]2C[C@@H]1O)=O.[NH4+:204].[NH4+].[O-:206][Mo:207]([O-:210])(=[O:209])=[O:208]. Product: [CH3:1][N:2]([C:4]1[CH:5]=[CH:6][C:7]([C:10]([C:20]2[CH:25]=[CH:24][CH:23]=[CH:22][CH:21]=2)=[C:11]2[CH:12]=[CH:13][C:14](=[N+:15]([CH3:17])[CH3:16])[CH:18]=[CH:19]2)=[CH:8][CH:9]=1)[CH3:3].[Cl-:26].[NH4+:204].[NH4+:2].[O-:209][Mo:207]([O-:210])(=[O:208])=[O:206]. The catalyst class is: 223. (4) Reactant: [OH:1][C:2]1([CH:16]2[CH2:21][CH2:20][CH2:19][CH2:18][N:17]2[C:22]([O:24][C:25]([CH3:28])([CH3:27])[CH3:26])=[O:23])[CH2:5][N:4](C(OCC2C=CC=CC=2)=O)[CH2:3]1. Product: [OH:1][C:2]1([CH:16]2[CH2:21][CH2:20][CH2:19][CH2:18][N:17]2[C:22]([O:24][C:25]([CH3:28])([CH3:27])[CH3:26])=[O:23])[CH2:3][NH:4][CH2:5]1. The catalyst class is: 19. (5) Reactant: [C:1]([N:4]1[C@@:8]2([C:15]3[CH:20]=[C:19]([Br:21])[CH:18]=[CH:17][C:16]=3[F:22])[CH2:9][O:10][C@H:11]([C:12](O)=[O:13])[C@H:7]2[CH2:6][O:5]1)(=[O:3])[CH3:2].C1N=CN(C(N2C=NC=C2)=O)C=1.Cl.[CH3:36][NH:37][O:38][CH3:39]. Product: [C:1]([N:4]1[C@@:8]2([C:15]3[CH:20]=[C:19]([Br:21])[CH:18]=[CH:17][C:16]=3[F:22])[CH2:9][O:10][C@H:11]([C:12]([N:37]([O:38][CH3:39])[CH3:36])=[O:13])[C@H:7]2[CH2:6][O:5]1)(=[O:3])[CH3:2]. The catalyst class is: 4. (6) Reactant: [Cl:1][C:2]1[N:3]=[N:4][C:5](Cl)=[CH:6][CH:7]=1.O.[NH2:10][NH2:11]. Product: [Cl:1][C:2]1[N:3]=[N:4][C:5]([NH:10][NH2:11])=[CH:6][CH:7]=1. The catalyst class is: 14. (7) Reactant: [Cl:1][C:2]1[CH:3]=[C:4]2[C:8](=[CH:9][CH:10]=1)[C:7](=[O:11])[O:6][CH:5]2[OH:12].I[CH3:14]. Product: [CH3:14][O:6][C:7](=[O:11])[C:8]1[CH:9]=[CH:10][C:2]([Cl:1])=[CH:3][C:4]=1[CH:5]=[O:12]. The catalyst class is: 4. (8) Reactant: [Cl:1][C:2]1[CH:3]=[CH:4][C:5]([CH2:8][O:9][C:10]2[CH:15]=[CH:14][N:13]([C:16]3[CH:17]=[N:18][C:19](F)=[CH:20][CH:21]=3)[C:12](=[O:23])[CH:11]=2)=[N:6][CH:7]=1.[CH3:24][N:25]1[CH2:30][CH2:29][NH:28][CH2:27][CH2:26]1.C([O-])([O-])=O.[K+].[K+]. Product: [Cl:1][C:2]1[CH:3]=[CH:4][C:5]([CH2:8][O:9][C:10]2[CH:15]=[CH:14][N:13]([C:16]3[CH:17]=[N:18][C:19]([N:28]4[CH2:29][CH2:30][N:25]([CH3:24])[CH2:26][CH2:27]4)=[CH:20][CH:21]=3)[C:12](=[O:23])[CH:11]=2)=[N:6][CH:7]=1. The catalyst class is: 3. (9) Reactant: ClC1C=C(C=CC=1)C(OO)=[O:6].[O:12]=[C:13]1[NH:18][CH:17]([C:19]2[CH:26]=[CH:25][C:22]([C:23]#[N:24])=[CH:21][C:20]=2[S:27][CH2:28][CH3:29])[C:16]2[C:30](=[O:33])[CH2:31][CH2:32][C:15]=2[N:14]1[C:34]1[CH:39]=[CH:38][CH:37]=[C:36]([C:40]([F:43])([F:42])[F:41])[CH:35]=1. Product: [O:12]=[C:13]1[NH:18][CH:17]([C:19]2[CH:26]=[CH:25][C:22]([C:23]#[N:24])=[CH:21][C:20]=2[S:27]([CH2:28][CH3:29])=[O:6])[C:16]2[C:30](=[O:33])[CH2:31][CH2:32][C:15]=2[N:14]1[C:34]1[CH:39]=[CH:38][CH:37]=[C:36]([C:40]([F:43])([F:42])[F:41])[CH:35]=1. The catalyst class is: 4. (10) Reactant: [NH2:1][C:2]1[CH:6]=[C:5]([OH:7])[NH:4][N:3]=1.[C:8]1(P(C2C=CC=CC=2)C2C=CC=CC=2)[CH:13]=CC=C[CH:9]=1.N(C(OC(C)C)=O)=NC(OC(C)C)=O.C(O)(C)C. Product: [CH:8]([O:7][C:5]1[NH:4][N:3]=[C:2]([NH2:1])[CH:6]=1)([CH3:13])[CH3:9]. The catalyst class is: 2.